From a dataset of Catalyst prediction with 721,799 reactions and 888 catalyst types from USPTO. Predict which catalyst facilitates the given reaction. The catalyst class is: 8. Reactant: [CH3:1][O:2][C:3]([C:5]1[N:6]([N:12]2C(=O)C3C(=CC=CC=3)C2=O)[C:7]([Cl:11])=[C:8]([Cl:10])[CH:9]=1)=[O:4].O.NN. Product: [CH3:1][O:2][C:3]([C:5]1[N:6]([NH2:12])[C:7]([Cl:11])=[C:8]([Cl:10])[CH:9]=1)=[O:4].